This data is from Full USPTO retrosynthesis dataset with 1.9M reactions from patents (1976-2016). The task is: Predict the reactants needed to synthesize the given product. (1) Given the product [Cl:1][C:2]1[CH:3]=[CH:4][C:5]([C:8]2([NH:11][C:12]3[N:17]=[C:16]([O:18][CH2:19][C:20]([F:23])([F:21])[F:22])[N:15]=[C:14]([NH:24][C:25]4[CH:26]=[CH:27][C:28]([C:29]([OH:31])=[O:30])=[CH:36][CH:37]=4)[N:13]=3)[CH2:10][CH2:9]2)=[CH:6][CH:7]=1, predict the reactants needed to synthesize it. The reactants are: [Cl:1][C:2]1[CH:7]=[CH:6][C:5]([C:8]2([NH:11][C:12]3[N:17]=[C:16]([O:18][CH2:19][C:20]([F:23])([F:22])[F:21])[N:15]=[C:14]([NH:24][C:25]4[CH:37]=[CH:36][C:28]([C:29]([O:31]C(C)(C)C)=[O:30])=[CH:27][CH:26]=4)[N:13]=3)[CH2:10][CH2:9]2)=[CH:4][CH:3]=1.Cl. (2) Given the product [NH2:3][C:4]1[CH:22]=[CH:21][C:20]([NH:23][C:29](=[O:31])[CH3:30])=[C:19]2[C:5]=1[C:6](=[O:28])[C:7]([OH:27])([C:11]1[CH:12]=[CH:13][C:14]([CH:16]([CH3:17])[CH3:18])=[CH:15][C:10]=1[OH:1])[C:8]2=[O:26], predict the reactants needed to synthesize it. The reactants are: [OH2:1].Cl.[NH2:3][C:4]1[CH:22]=[CH:21][C:20]([N+:23]([O-])=O)=[C:19]2[C:5]=1[C:6](=[O:28])[C:7]1([OH:27])[C:11]3[CH:12]=[CH:13][C:14]([CH:16]([CH3:18])[CH3:17])=[CH:15][C:10]=3O[C:8]12[OH:26].[CH2:29]([OH:31])[CH3:30].